Dataset: Experimentally validated miRNA-target interactions with 360,000+ pairs, plus equal number of negative samples. Task: Binary Classification. Given a miRNA mature sequence and a target amino acid sequence, predict their likelihood of interaction. (1) The miRNA is mmu-miR-3074-1-3p with sequence GAUAUCAGCUCAGUAGGCACCG. The protein sequence of the target gene is MSDEFSLADALPEQSSAKPPAVTNTKAGHSSQGWPGSSPWSNPSAPPAMPSGLPPSSAAPSTVPFGPVPTGMYPSMPPTGPPPGPPGPFPPPGPSCPPPGVPYPAPAVPGPGPTGPYATPNMPMPELPRPYGAPTDPAAAGSLGPWGPMSSGPWAPGIAGQHPNMPYRSPGPYPTVPPPVSGAPPVPWGTVPPGAWGPAAPYPGPAGSYPTPAPHPALNNPYQVPSGPAGAPPMPGGPHSYH. Result: 0 (no interaction). (2) The miRNA is hsa-miR-365a-5p with sequence AGGGACUUUUGGGGGCAGAUGUG. The protein sequence of the target gene is MAETLSGLGDSGAAGAAALSSASSETGTRRLSDLRVIDLRAELRKRNVDSSGNKSVLMERLKKAIEDEGGNPDEIEITSEGNKKTSKRSSKGRKPEEEGVEDNGLEENSGDGQEDVETSLENLQDIDIMDISVLDEAEIDNGSVADCVEDDDADNLQESLSDSRELVEGEMKELPEQLQEHAIEDKETINNLDTSSSDFTILQEIEEPSLEPENEKILDILGETCKSEPVKEESSELEQPFAQDTSSVGPDRKLAEEEDLFDSAHPEEGDLDLASESTAHAQSSKADSLLAVVKREPAEQ.... Result: 0 (no interaction). (3) The miRNA is hsa-miR-4776-3p with sequence CUUGCCAUCCUGGUCCACUGCAU. The protein sequence of the target gene is MLRAKNQLFLLSPHYLRQVKESSGSRLIQQRLLHQQQPLHPEWAALAKKQLKGKNPEDLIWHTPEGISIKPLYSKRDTMDLPEELPGVKPFTRGPYPTMYTFRPWTIRQYAGFSTVEESNKFYKDNIKAGQQGLSVAFDLATHRGYDSDNPRVRGDVGMAGVAIDTVEDTKILFDGIPLEKMSVSMTMNGAVIPVLANFIVTGEEQGVPKEKLTGTIQNDILKEFMVRNTYIFPPEPSMKIIADIFEYTAKHMPKFNSISISGYHMQEAGADAILELAYTLADGLEYSRTGLQAGLTIDE.... Result: 1 (interaction). (4) The miRNA is hsa-miR-6817-5p with sequence UCUGCCAUAGGAAGCUUGGAGUGG. The protein sequence of the target gene is MRILKRFLACIQLLCVCRLDWANGYYRQQRKLVEEIGWSYTGALNQKNWGKKYPTCNSPKQSPINIDEDLTQVNVNLKKLKFQGWDKTSLENTFIHNTGKTVEINLTNDYRVSGGVSEMVFKASKITFHWGKCNMSSDGSEHSLEGQKFPLEMQIYCFDADRFSSFEEAVKGKGKLRALSILFEVGTEENLDFKAIIDGVESVSRFGKQAALDPFILLNLLPNSTDKYYIYNGSLTSPPCTDTVDWIVFKDTVSISESQLAVFCEVLTMQQSGYVMLMDYLQNNFREQQYKFSRQVFSSY.... Result: 0 (no interaction). (5) The miRNA is hsa-miR-6883-5p with sequence AGGGAGGGUGUGGUAUGGAUGU. The protein sequence of the target gene is MWGARRSSVSSSWNAASLLQLLLAALLAAGARASGEYCHGWLDAQGVWRIGFQCPERFDGGDATICCGSCALRYCCSSAEARLDQGGCDNDRQQGAGEPGRADKDGPDGSAVPIYVPFLIVGSVFVAFIILGSLVAACCCRCLRPKQDPQQSRAPGGNRLMETIPMIPSASTSRGSSSRQSSTAASSSSSANSGARAPPTRSQTNCCLPEGTMNNVYVNMPTNFSVLNCQQATQIVPHQGQYLHPPYVGYTVQHDSVPMTAVPPFMDGLQPGYRQIQSPFPHTNSEQKMYPAVTV. Result: 1 (interaction). (6) The miRNA is ath-miR398a-3p with sequence UGUGUUCUCAGGUCACCCCUU. The protein sequence of the target gene is MADFGISAGQFVAVVWDKSSPVEALKGLVDKLQALTGNEGRVSVENIKQLLQSAHKESSFDIILSGLVPGSTTLHSAEILAEIARILRPGGCLFLKEPVETAVDNNSKVKTASKLCSALTLSGLVEVKELQREPLTPEEVQSVREHLGHESDNLLFVQITGKKPNFEVGSSRQLKLSITKKSSPSVKPAVDPAAAKLWTLSANDMEDDSMDLIDSDELLDPEDLKKPDPASLRAASCGEGKKRKACKNCTCGLAEELEKEKSREQMSSQPKSACGNCYLGDAFRCASCPYLGMPAFKPGE.... Result: 0 (no interaction).